This data is from Forward reaction prediction with 1.9M reactions from USPTO patents (1976-2016). The task is: Predict the product of the given reaction. (1) Given the reactants C(OC(=O)CN1C2C=CC=CC=2N(CC2N(CCC(C)C)C3C=CC(C(=N)N)=CC=3N=2)C1=O)(C)(C)C.O[NH:38][C:39]([C:41]1[CH:68]=[CH:67][C:44]2=[N:45][N:46]([CH2:48][C:49]3[N:53]([CH2:54][CH2:55][CH:56]([CH3:58])[CH3:57])[C:52]4[CH:59]=[CH:60][C:61]([C:63](=[NH:66])[NH:64]O)=[CH:62][C:51]=4[N:50]=3)[N:47]=[C:43]2[CH:42]=1)=[NH:40], predict the reaction product. The product is: [C:63]([C:61]1[CH:60]=[CH:59][C:52]2[N:53]([CH2:54][CH2:55][CH:56]([CH3:57])[CH3:58])[C:49]([CH2:48][N:46]3[N:45]=[C:44]4[CH:67]=[CH:68][C:41]([C:39]([NH2:40])=[NH:38])=[CH:42][C:43]4=[N:47]3)=[N:50][C:51]=2[CH:62]=1)(=[NH:64])[NH2:66]. (2) The product is: [Cl:1][C:2]1[CH:3]=[C:4]([C:8]2[N:9]=[C:10]([N:16]3[C:20]4[CH:21]=[C:22]([CH2:25][CH2:26][CH2:27][CH2:28][N:29]5[CH2:30][CH2:31][O:32][CH2:33][CH2:34]5)[CH:23]=[CH:24][C:19]=4[N:18]=[CH:17]3)[S:11][C:12]=2[C:13]([NH2:36])=[O:14])[CH:5]=[CH:6][CH:7]=1. Given the reactants [Cl:1][C:2]1[CH:3]=[C:4]([C:8]2[N:9]=[C:10]([N:16]3[C:20]4[CH:21]=[C:22]([CH2:25][CH2:26][CH2:27][CH2:28][N:29]5[CH2:34][CH2:33][O:32][CH2:31][CH2:30]5)[CH:23]=[CH:24][C:19]=4[N:18]=[CH:17]3)[S:11][C:12]=2[C:13](O)=[O:14])[CH:5]=[CH:6][CH:7]=1.C[N:36](C(N(C)C)=[N+]1C2C(=NC=CC=2)N=N1)C.F[P-](F)(F)(F)(F)F.[Cl-].[NH4+].C(N(C(C)C)C(C)C)C, predict the reaction product. (3) Given the reactants [CH3:1][C@H:2]1[C@@:41]2([OH:43])[O:42][C@H:5]([CH2:6][C@H:7]([O:64][CH3:65])[C:8]([CH3:63])=[CH:9][CH:10]=[CH:11][CH:12]=[CH:13][C@@H:14]([CH3:62])[CH2:15][C@@H:16]([CH3:61])[C:17]([C@H:19]([O:59][CH3:60])[C@H:20]([OH:58])[C:21]([CH3:57])=[CH:22][C@@H:23]([CH3:56])[C:24]([CH2:26][C@@H:27]([C@@H:44]([CH2:46][C@H:47]3[CH2:52][C@@H:51]([O:53][CH3:54])[C@H:50]([OH:55])[CH2:49][CH2:48]3)[CH3:45])[O:28][C:29]([C@H:31]3[N:36]([C:37]([C:39]2=[O:40])=[O:38])[CH2:35][CH2:34][CH2:33][CH2:32]3)=[O:30])=[O:25])=[O:18])[CH2:4][CH2:3]1.[CH3:66][CH2:67][C@@H:68]1[NH:111][C:109](=[O:110])[C@H:108]([C@H:112]([OH:119])[C@@H:113]([CH2:115]/[CH:116]=[CH:117]/[CH3:118])[CH3:114])[N:107]([CH3:120])[C:105](=[O:106])[C@H:104]([CH:121]([CH3:123])[CH3:122])[N:103]([CH3:124])[C:101](=[O:102])[C@H:100]([CH2:125][CH:126]([CH3:128])[CH3:127])[N:99]([CH3:129])[C:97](=[O:98])[C@H:96]([CH2:130][CH:131]([CH3:133])[CH3:132])[N:95]([CH3:134])[C:93](=[O:94])[C@@H:92]([CH3:135])[NH:91][C:89](=[O:90])[C@H:88]([CH3:136])[NH:87][C:85](=[O:86])[C@H:84]([CH2:137][CH:138]([CH3:140])[CH3:139])[N:83]([CH3:141])[C:81](=[O:82])[C@H:80]([CH:142]([CH3:144])[CH3:143])[NH:79][C:77](=[O:78])[C@H:76]([CH2:145][CH:146]([CH3:148])[CH3:147])[N:75]([CH3:149])[C:73](=[O:74])[CH2:72][N:71]([CH3:150])[C:69]1=[O:70], predict the reaction product. The product is: [CH3:1][C@H:2]1[C@@:41]2([OH:43])[O:42][C@H:5]([CH2:6][C@H:7]([O:64][CH3:65])[C:8]([CH3:63])=[CH:9][CH:10]=[CH:11][CH:12]=[CH:13][C@@H:14]([CH3:62])[CH2:15][C@@H:16]([CH3:61])[C:17]([C@H:19]([O:59][CH3:60])[C@H:20]([OH:58])[C:21]([CH3:57])=[CH:22][C@@H:23]([CH3:56])[C:24]([CH2:26][C@@H:27]([C@@H:44]([CH2:46][C@H:47]3[CH2:52][C@@H:51]([O:53][CH3:54])[C@H:50]([OH:55])[CH2:49][CH2:48]3)[CH3:45])[O:28][C:29]([C@H:31]3[N:36]([C:37]([C:39]2=[O:40])=[O:38])[CH2:35][CH2:34][CH2:33][CH2:32]3)=[O:30])=[O:25])=[O:18])[CH2:4][CH2:3]1.[CH3:66][CH2:67][C@@H:68]1[NH:111][C:109](=[O:110])[C@H:108]([C@H:112]([OH:119])[C@@H:113]([CH2:115]/[CH:116]=[CH:117]/[CH3:118])[CH3:114])[N:107]([CH3:120])[C:105](=[O:106])[C@H:104]([CH:121]([CH3:122])[CH3:123])[N:103]([CH3:124])[C:101](=[O:102])[C@H:100]([CH2:125][CH:126]([CH3:127])[CH3:128])[N:99]([CH3:129])[C:97](=[O:98])[C@H:96]([CH2:130][CH:131]([CH3:133])[CH3:132])[N:95]([CH3:134])[C:93](=[O:94])[C@@H:92]([CH3:135])[NH:91][C:89](=[O:90])[C@H:88]([CH3:136])[NH:87][C:85](=[O:86])[C@H:84]([CH2:137][CH:138]([CH3:140])[CH3:139])[N:83]([CH3:141])[C:81](=[O:82])[C@H:80]([CH:142]([CH3:144])[CH3:143])[NH:79][C:77](=[O:78])[C@H:76]([CH2:145][CH:146]([CH3:148])[CH3:147])[N:75]([CH3:149])[C:73](=[O:74])[CH2:72][N:71]([CH3:150])[C:69]1=[O:70]. (4) Given the reactants [O:1]=[C:2]1[N:8]([CH:9]2[CH2:14][CH2:13][N:12]([C:15]([O:17][C@H:18]([CH2:33][C:34]3[CH:39]=[C:38]([CH3:40])[C:37]([O:41]CC4C=CC=CC=4)=[C:36](Cl)[CH:35]=3)[C:19](=[O:32])[N:20]3[CH2:25][CH2:24][N:23]([CH:26]4[CH2:31][CH2:30][O:29][CH2:28][CH2:27]4)[CH2:22][CH2:21]3)=[O:16])[CH2:11][CH2:10]2)[CH2:7][CH2:6][C:5]2[CH:50]=[CH:51][CH:52]=[CH:53][C:4]=2[NH:3]1.[H][H], predict the reaction product. The product is: [O:1]=[C:2]1[N:8]([CH:9]2[CH2:14][CH2:13][N:12]([C:15]([O:17][C@H:18]([CH2:33][C:34]3[CH:35]=[CH:36][C:37]([OH:41])=[C:38]([CH3:40])[CH:39]=3)[C:19](=[O:32])[N:20]3[CH2:21][CH2:22][N:23]([CH:26]4[CH2:27][CH2:28][O:29][CH2:30][CH2:31]4)[CH2:24][CH2:25]3)=[O:16])[CH2:11][CH2:10]2)[CH2:7][CH2:6][C:5]2[CH:50]=[CH:51][CH:52]=[CH:53][C:4]=2[NH:3]1. (5) Given the reactants [NH2:1][C:2]1[N:7]=[C:6]([C:8]2[S:12][C:11]3[CH:13]=[CH:14][C:15]([NH:17][C:18]4[CH:23]=[CH:22][N:21]=[C:20]([NH:24][CH3:25])[N:19]=4)=[CH:16][C:10]=3[C:9]=2[CH3:26])[CH:5]=[CH:4][N:3]=1.[CH2:27]([N:29]([CH2:33]C)[CH2:30][CH2:31]N)[CH3:28].CN, predict the reaction product. The product is: [NH2:1][C:2]1[N:7]=[C:6]([C:8]2[S:12][C:11]3[CH:13]=[CH:14][C:15]([NH:17][C:18]4[CH:23]=[CH:22][N:21]=[C:20]([NH:24][CH2:25][CH2:33][N:29]([CH2:30][CH3:31])[CH2:27][CH3:28])[N:19]=4)=[CH:16][C:10]=3[C:9]=2[CH3:26])[CH:5]=[CH:4][N:3]=1. (6) Given the reactants [Cl:1][C:2]1[CH:7]=[CH:6][C:5]([C:8]([N:16]2[C:24]3[C:19](=[C:20]([NH:25][S:26]([CH3:29])(=[O:28])=[O:27])[CH:21]=[CH:22][CH:23]=3)[CH:18]=[CH:17]2)([CH2:14][CH3:15])[CH2:9][C:10](OC)=[O:11])=[CH:4][CH:3]=1.[H-].[H-].[H-].[H-].[Li+].[Al+3], predict the reaction product. The product is: [Cl:1][C:2]1[CH:7]=[CH:6][C:5]([C:8]([N:16]2[C:24]3[C:19](=[C:20]([NH:25][S:26]([CH3:29])(=[O:27])=[O:28])[CH:21]=[CH:22][CH:23]=3)[CH:18]=[CH:17]2)([CH2:14][CH3:15])[CH2:9][CH2:10][OH:11])=[CH:4][CH:3]=1.